From a dataset of Reaction yield outcomes from USPTO patents with 853,638 reactions. Predict the reaction yield, written as a fraction of the theoretical maximum amount of product (1.0 means a 100% yield; for example, 0.34 means a 34% yield). The catalyst is ClCCCl.O. The yield is 0.0900. The reactants are [O:1]=[C:2](N1CCOC1=O)[CH2:3][CH2:4][CH:5]=O.[CH3:13][C:14]1([NH2:24])[CH2:23][CH2:22][C:17]2([O:21][CH2:20][CH2:19][O:18]2)[CH2:16][CH2:15]1.C(O)(=O)C.C(O[BH-](OC(=O)C)OC(=O)C)(=O)C.[Na+]. The product is [CH3:13][C:14]1([N:24]2[CH2:5][CH2:4][CH2:3][C:2]2=[O:1])[CH2:23][CH2:22][C:17]2([O:18][CH2:19][CH2:20][O:21]2)[CH2:16][CH2:15]1.